The task is: Predict the reactants needed to synthesize the given product.. This data is from Full USPTO retrosynthesis dataset with 1.9M reactions from patents (1976-2016). (1) The reactants are: [C:1]([C:3]1([C:6]([OH:8])=O)[CH2:5][CH2:4]1)#[N:2].CCN(C(C)C)C(C)C.F[P-](F)(F)(F)(F)F.N1(O[P+](N(C)C)(N(C)C)N(C)C)C2C=CC=CC=2N=N1.Br.[Br:46][C:47]1[N:48]=[C:49]2[C:54]([NH:55][C@H:56]3[C@@H:60]([CH3:61])[CH2:59][NH:58][CH2:57]3)=[C:53]([C:62]([NH2:64])=[O:63])[CH:52]=[N:51][N:50]2[CH:65]=1. Given the product [Br:46][C:47]1[N:48]=[C:49]2[C:54]([NH:55][C@H:56]3[C@@H:60]([CH3:61])[CH2:59][N:58]([C:6]([C:3]4([C:1]#[N:2])[CH2:5][CH2:4]4)=[O:8])[CH2:57]3)=[C:53]([C:62]([NH2:64])=[O:63])[CH:52]=[N:51][N:50]2[CH:65]=1, predict the reactants needed to synthesize it. (2) The reactants are: C(OC(=O)[NH:7][CH2:8][C:9](=[O:21])[NH:10][CH2:11][CH2:12][CH2:13][CH2:14][C:15]1[CH:20]=[CH:19][CH:18]=[CH:17][CH:16]=1)(C)(C)C.[ClH:23]. Given the product [Cl-:23].[NH2:7][CH2:8][C:9]([NH:10][CH2:11][CH2:12][CH2:13][CH2:14][C:15]1[CH:16]=[CH:17][CH:18]=[CH:19][CH:20]=1)=[O:21], predict the reactants needed to synthesize it.